Predict the reactants needed to synthesize the given product. From a dataset of Full USPTO retrosynthesis dataset with 1.9M reactions from patents (1976-2016). (1) Given the product [CH3:1][C:2]1[CH:7]=[CH:6][C:5]([C:36]2[C:34]3[CH2:35][CH:31]([CH2:30][N:27]=[N+:28]=[N-:29])[O:32][C:33]=3[CH:39]=[CH:38][CH:37]=2)=[CH:4][CH:3]=1, predict the reactants needed to synthesize it. The reactants are: [CH3:1][C:2]1[CH:7]=[CH:6][C:5](S(OCC2[CH2:1][C:2]3[C:7](Br)=[CH:6][CH:5]=[CH:4][C:3]=3O2)(=O)=O)=[CH:4][CH:3]=1.[N-]=[N+]=[N-].[Na+].[N:27]([CH2:30][CH:31]1[CH2:35][C:34]2[CH:36]=[C:37](Cl)[CH:38]=[C:39](C3C=CSC=3)[C:33]=2[O:32]1)=[N+:28]=[N-:29]. (2) Given the product [F:28][C:11]1[C:10]([CH2:9][OH:8])=[CH:15][CH:14]=[CH:13][C:12]=1[N:16]1[CH2:17][CH2:18][CH:19]([CH:22]2[CH2:27][CH2:26][N:25]([C:33](=[O:35])[CH3:34])[CH2:24][CH2:23]2)[CH2:20][CH2:21]1, predict the reactants needed to synthesize it. The reactants are: [Si]([O:8][CH2:9][C:10]1[C:11]([F:28])=[C:12]([N:16]2[CH2:21][CH2:20][CH:19]([CH:22]3[CH2:27][CH2:26][NH:25][CH2:24][CH2:23]3)[CH2:18][CH2:17]2)[CH:13]=[CH:14][CH:15]=1)(C(C)(C)C)(C)C.ClCCCl.[C:33](Cl)(=[O:35])[CH3:34].C(=O)([O-])O.[Na+]. (3) Given the product [C:1]1([C:10]2[CH:15]=[CH:14][CH:13]=[CH:12][CH:11]=2)[C:2]([C:7]([NH2:27])=[O:8])=[CH:3][CH:4]=[CH:5][CH:6]=1, predict the reactants needed to synthesize it. The reactants are: [C:1]1([C:10]2[CH:15]=[CH:14][CH:13]=[CH:12][CH:11]=2)[C:2]([C:7](O)=[O:8])=[CH:3][CH:4]=[CH:5][CH:6]=1.S(Cl)(Cl)=O.C1(C[N:27]2CCC(C3C=CC(N)=CC=3)CC2)C=CC=CC=1.CC(NC(C)C)C. (4) The reactants are: [S:1]1[CH:5]=[CH:4][C:3]([C:6]2[O:7][C:8]3[C:9](=[C:11]([C:15]([OH:17])=O)[CH:12]=[CH:13][CH:14]=3)[N:10]=2)=[CH:2]1.Cl.Cl.[NH2:20][CH:21]1[CH2:28][CH:27]2[N:29]([CH3:30])[CH:23]([CH2:24][CH2:25][CH2:26]2)[CH2:22]1.Cl.C(N=C=NCCCN(C)C)C.ON1C2C=CC=CC=2N=N1.CCN(C(C)C)C(C)C. Given the product [CH3:30][N:29]1[CH:23]2[CH2:24][CH2:25][CH2:26][CH:27]1[CH2:28][CH:21]([NH:20][C:15]([C:11]1[CH:12]=[CH:13][CH:14]=[C:8]3[O:7][C:6]([C:3]4[CH:4]=[CH:5][S:1][CH:2]=4)=[N:10][C:9]=13)=[O:17])[CH2:22]2, predict the reactants needed to synthesize it. (5) Given the product [C:68]([O:67][C:65]([N:55]1[C:53]2[C:52](=[CH:51][C:49]3[O:50][C:46]([F:45])([F:56])[O:47][C:48]=3[CH:54]=2)[C:1](=[O:6])[CH2:2][CH2:3][CH2:4]1)=[O:66])([CH3:69])([CH3:70])[CH3:71], predict the reactants needed to synthesize it. The reactants are: [CH:1]1([O:6]C(N2CCCC(N(C(=O)C)CC3C=C(C(F)(F)F)C=C(C(F)(F)F)C=3)C3C=C(C)C(OC(F)(F)F)=CC2=3)=O)C[CH2:4][CH2:3][CH2:2]1.[F:45][C:46]1([F:56])[O:50][C:49]2[CH:51]=[CH:52][C:53]([NH2:55])=[CH:54][C:48]=2[O:47]1.[C:65](O[C:65]([O:67][C:68]([CH3:71])([CH3:70])[CH3:69])=[O:66])([O:67][C:68]([CH3:71])([CH3:70])[CH3:69])=[O:66]. (6) Given the product [Cl:1][C:2]1[CH:3]=[CH:4][C:5]([S:8]([N:11]([CH2:19][C:20]2[CH:21]=[CH:22][C:23]([C:24]([OH:26])=[O:25])=[CH:28][CH:29]=2)[CH:12]2[CH2:17][CH2:16][CH2:15][CH:14]([CH3:18])[CH2:13]2)(=[O:9])=[O:10])=[CH:6][CH:7]=1, predict the reactants needed to synthesize it. The reactants are: [Cl:1][C:2]1[CH:7]=[CH:6][C:5]([S:8]([N:11]([CH2:19][C:20]2[CH:29]=[CH:28][C:23]([C:24]([O:26]C)=[O:25])=[CH:22][CH:21]=2)[CH:12]2[CH2:17][CH2:16][CH2:15][CH:14]([CH3:18])[CH2:13]2)(=[O:10])=[O:9])=[CH:4][CH:3]=1.O.[OH-].[Li+].Cl. (7) Given the product [Br:1][C:2]1[CH:3]=[N:4][CH:5]=[C:6]([O:8][CH:9]([CH3:14])[CH3:10])[CH:7]=1, predict the reactants needed to synthesize it. The reactants are: [Br:1][C:2]1[CH:3]=[N:4][CH:5]=[C:6]([OH:8])[CH:7]=1.[C:9]1(P(C2C=CC=CC=2)C2C=CC=CC=2)[CH:14]=CC=C[CH:10]=1.C(O)(C)C.N(C(OC(C)C)=O)=NC(OC(C)C)=O.